This data is from Reaction yield outcomes from USPTO patents with 853,638 reactions. The task is: Predict the reaction yield, written as a fraction of the theoretical maximum amount of product (1.0 means a 100% yield; for example, 0.34 means a 34% yield). The reactants are [C:1]([NH2:6])([CH2:4][CH3:5])([CH3:3])[CH3:2].[CH:7]1([N:13]=[C:14]=[O:15])[CH2:12][CH2:11][CH2:10][CH2:9][CH2:8]1.[C:16](Cl)(=[O:21])[CH2:17][C:18](Cl)=[O:19]. The catalyst is C(Cl)(Cl)Cl. The product is [CH:7]1([N:13]2[C:18](=[O:19])[CH2:17][C:16](=[O:21])[N:6]([C:1]([CH3:3])([CH3:2])[CH2:4][CH3:5])[C:14]2=[O:15])[CH2:12][CH2:11][CH2:10][CH2:9][CH2:8]1. The yield is 0.680.